Task: Regression/Classification. Given a drug SMILES string, predict its absorption, distribution, metabolism, or excretion properties. Task type varies by dataset: regression for continuous measurements (e.g., permeability, clearance, half-life) or binary classification for categorical outcomes (e.g., BBB penetration, CYP inhibition). For this dataset (lipophilicity_astrazeneca), we predict Y.. Dataset: Experimental lipophilicity measurements (octanol/water distribution) for 4,200 compounds from AstraZeneca (1) The Y is 1.68 logD. The drug is Cc1ccc(S(=O)(=O)Nc2c(C(=O)NC3CCCCC3)c(C)nn2-c2ccccc2)cc1. (2) The compound is CCOC(=O)Nc1ccc(NCc2ccc(F)cc2)nc1N. The Y is 2.22 logD. (3) The molecule is CCCSc1ncccc1C(=O)N(C)[C@H]1[C@H]2CC3C[C@@H]1C[C@](O)(C3)C2. The Y is 2.49 logD. (4) The drug is Oc1ccc(CCc2ccc(O)cc2)cc1. The Y is 3.30 logD.